Task: Predict the reaction yield, written as a fraction of the theoretical maximum amount of product (1.0 means a 100% yield; for example, 0.34 means a 34% yield).. Dataset: Reaction yield outcomes from USPTO patents with 853,638 reactions The yield is 0.740. The product is [C:23]1([CH2:22][CH2:21][CH2:20][O:1][C:2]2[CH:9]=[CH:8][C:5]([CH:6]=[O:7])=[CH:4][C:3]=2[N+:10]([O-:12])=[O:11])[CH:28]=[CH:27][CH:26]=[CH:25][CH:24]=1. The reactants are [OH:1][C:2]1[CH:9]=[CH:8][C:5]([CH:6]=[O:7])=[CH:4][C:3]=1[N+:10]([O-:12])=[O:11].C(=O)([O-])[O-].[K+].[K+].Br[CH2:20][CH2:21][CH2:22][C:23]1[CH:28]=[CH:27][CH:26]=[CH:25][CH:24]=1.CN(C)C=O. The catalyst is O.